From a dataset of Catalyst prediction with 721,799 reactions and 888 catalyst types from USPTO. Predict which catalyst facilitates the given reaction. The catalyst class is: 15. Product: [BrH:17].[Br:19][CH2:15][C:14]([C:12]1[CH:11]=[CH:10][N:9]=[C:8]([C:3]2[CH:4]=[CH:5][CH:6]=[CH:7][C:2]=2[F:1])[CH:13]=1)=[O:16]. Reactant: [F:1][C:2]1[CH:7]=[CH:6][CH:5]=[CH:4][C:3]=1[C:8]1[CH:13]=[C:12]([C:14](=[O:16])[CH3:15])[CH:11]=[CH:10][N:9]=1.[Br:17]Br.[BrH:19].